From a dataset of Forward reaction prediction with 1.9M reactions from USPTO patents (1976-2016). Predict the product of the given reaction. (1) Given the reactants S(=O)(=O)(O)O.S1(CCCC1)(=O)=O.[CH2:13]([C:15]12O[CH:18]([CH:19]3[CH:23]1[C:22](=[O:24])[O:21][C:20]3=[O:25])[CH:17]=[CH:16]2)[CH3:14], predict the reaction product. The product is: [CH2:13]([C:15]1[CH:16]=[CH:17][CH:18]=[C:19]2[C:20]([O:21][C:22](=[O:24])[C:23]=12)=[O:25])[CH3:14]. (2) Given the reactants [NH2:1][C:2]1[C:3]([C:7]2[NH:23][C:10]3=[CH:11][C:12]4[C:13]([CH3:22])([CH3:21])[C:14](=[O:20])[N:15]([CH2:18][CH3:19])[C:16]=4[CH:17]=[C:9]3[N:8]=2)=[N:4][NH:5][CH:6]=1.[F:24][C:25]([F:36])([F:35])[C:26]1[CH:27]=[C:28]([CH:32]=[CH:33][CH:34]=1)[C:29](Cl)=[O:30], predict the reaction product. The product is: [CH2:18]([N:15]1[C:16]2[CH:17]=[C:9]3[N:8]=[C:7]([C:3]4[C:2]([NH:1][C:29](=[O:30])[C:28]5[CH:32]=[CH:33][CH:34]=[C:26]([C:25]([F:24])([F:35])[F:36])[CH:27]=5)=[CH:6][NH:5][N:4]=4)[NH:23][C:10]3=[CH:11][C:12]=2[C:13]([CH3:22])([CH3:21])[C:14]1=[O:20])[CH3:19]. (3) Given the reactants [Cl:1][C:2]1[C:11]2[C:6](=[CH:7][CH:8]=[CH:9][CH:10]=2)[CH:5]=[C:4]([CH3:12])[C:3]=1[C@H:13]([O:35][C:36]([CH3:43])([CH3:42])[C:37](OCC)=[O:38])[CH2:14][O:15][C:16]([C:29]1[CH:34]=[CH:33][CH:32]=[CH:31][CH:30]=1)([C:23]1[CH:28]=[CH:27][CH:26]=[CH:25][CH:24]=1)[C:17]1[CH:22]=[CH:21][CH:20]=[CH:19][CH:18]=1.CC(C[AlH]CC(C)C)C.[C@H](O)(C([O-])=O)[C@@H](O)C([O-])=O.[Na+].[K+].[OH-].[K+], predict the reaction product. The product is: [Cl:1][C:2]1[C:11]2[C:6](=[CH:7][CH:8]=[CH:9][CH:10]=2)[CH:5]=[C:4]([CH3:12])[C:3]=1[C@H:13]([O:35][C:36]([CH3:43])([CH3:42])[CH2:37][OH:38])[CH2:14][O:15][C:16]([C:17]1[CH:18]=[CH:19][CH:20]=[CH:21][CH:22]=1)([C:23]1[CH:24]=[CH:25][CH:26]=[CH:27][CH:28]=1)[C:29]1[CH:34]=[CH:33][CH:32]=[CH:31][CH:30]=1. (4) Given the reactants [N:1]1[CH:6]=[CH:5][CH:4]=[C:3]([S:7](Cl)(=[O:9])=[O:8])[CH:2]=1.[H-].[Na+].[CH3:13][C:14]([CH3:27])([CH3:26])[C:15]([O:17][NH:18][C:19]([O:21][C:22]([CH3:25])([CH3:24])[CH3:23])=[O:20])=[O:16], predict the reaction product. The product is: [CH3:13][C:14]([CH3:27])([CH3:26])[C:15]([O:17][N:18]([C:19]([O:21][C:22]([CH3:25])([CH3:24])[CH3:23])=[O:20])[S:7]([C:3]1[CH:2]=[N:1][CH:6]=[CH:5][CH:4]=1)(=[O:9])=[O:8])=[O:16]. (5) Given the reactants [C:1]([O:5][C:6]([N:8]1[CH2:12][C@H:11]([F:13])[CH2:10][C@H:9]1[C:14]([OH:16])=[O:15])=[O:7])([CH3:4])([CH3:3])[CH3:2].Br[CH2:18][C:19]([C:21]1[CH:26]=[CH:25][CH:24]=[C:23]([Cl:27])[CH:22]=1)=[O:20].C(N(C(C)C)CC)(C)C, predict the reaction product. The product is: [F:13][C@H:11]1[CH2:12][N:8]([C:6]([O:5][C:1]([CH3:4])([CH3:2])[CH3:3])=[O:7])[C@H:9]([C:14]([O:16][CH2:18][C:19]([C:21]2[CH:26]=[CH:25][CH:24]=[C:23]([Cl:27])[CH:22]=2)=[O:20])=[O:15])[CH2:10]1. (6) The product is: [Cl:31][C:32]1[CH:37]=[CH:36][C:35]([Cl:38])=[CH:34][C:33]=1[S:39]([NH:1][C@H:2]1[CH2:6][N:5]([C:7]([O:9][C:10]([CH3:11])([CH3:12])[CH3:13])=[O:8])[C@@H:4]([CH2:14][O:15][C:16](=[O:21])[C:17]([CH3:20])([CH3:19])[CH3:18])[CH2:3]1)(=[O:41])=[O:40]. Given the reactants [NH2:1][C@H:2]1[CH2:6][N:5]([C:7]([O:9][C:10]([CH3:13])([CH3:12])[CH3:11])=[O:8])[C@@H:4]([CH2:14][O:15][C:16](=[O:21])[C:17]([CH3:20])([CH3:19])[CH3:18])[CH2:3]1.CCN(C(C)C)C(C)C.[Cl:31][C:32]1[CH:37]=[CH:36][C:35]([Cl:38])=[CH:34][C:33]=1[S:39](Cl)(=[O:41])=[O:40], predict the reaction product. (7) Given the reactants C(NC(C)C)(C)C.C([Li])CCC.[Cl:13][C:14]1[CH:19]=[CH:18][C:17]([Cl:20])=[CH:16][N:15]=1.[F:21][C:22]1[CH:29]=[CH:28][C:27]([F:30])=[CH:26][C:23]=1[CH:24]=[O:25].[Cl-].[NH4+], predict the reaction product. The product is: [Cl:13][C:14]1[CH:19]=[C:18]([CH:24]([C:23]2[CH:26]=[C:27]([F:30])[CH:28]=[CH:29][C:22]=2[F:21])[OH:25])[C:17]([Cl:20])=[CH:16][N:15]=1.